From a dataset of Full USPTO retrosynthesis dataset with 1.9M reactions from patents (1976-2016). Predict the reactants needed to synthesize the given product. Given the product [CH3:17][C:13]1[C:14]([NH2:16])=[N:15][C:11]2([C:4]3[C:5](=[CH:6][CH:7]=[C:2]([NH2:22])[CH:3]=3)[O:8][CH2:9][CH2:10]2)[N:12]=1, predict the reactants needed to synthesize it. The reactants are: Br[C:2]1[CH:3]=[C:4]2[C:11]3([N:15]=[C:14]([NH2:16])[C:13]([CH3:17])=[N:12]3)[CH2:10][CH2:9][O:8][C:5]2=[CH:6][CH:7]=1.O[C@H]1C[NH:22][C@H](C(O)=O)C1.C([O-])([O-])=O.[K+].[K+].N.